Task: Predict the product of the given reaction.. Dataset: Forward reaction prediction with 1.9M reactions from USPTO patents (1976-2016) (1) The product is: [Cl:22][C:21]1[C:8]([N:4]2[CH2:5][CH2:6][CH2:7][C@@H:2]([N:1]([CH2:41][CH2:37][CH3:38])[CH2:23][CH2:24][CH3:25])[CH2:3]2)=[C:9]([CH:18]=[CH:19][CH:20]=1)/[CH:10]=[C:11]1/[C:12](=[O:17])[NH:13][C:14](=[O:16])[S:15]/1. Given the reactants [NH2:1][C@@H:2]1[CH2:7][CH2:6][CH2:5][N:4]([C:8]2[C:21]([Cl:22])=[CH:20][CH:19]=[CH:18][C:9]=2/[CH:10]=[C:11]2/[C:12](=[O:17])[NH:13][C:14](=[O:16])[S:15]/2)[CH2:3]1.[CH:23](=O)[CH2:24][CH3:25].C(O[BH-](O[C:37](=O)[CH3:38])OC(=O)C)(=O)C.[Na+].[C:41]([O-])([O-])=O.[K+].[K+], predict the reaction product. (2) Given the reactants [CH3:1][C:2]1[C:6]([CH:7]([OH:36])[C:8]2[O:9][C:10]3[CH:16]=[CH:15][C:14]([CH2:17][C:18]([NH:20][CH:21]([C:28]4[CH:33]=[CH:32][C:31]([CH3:34])=[CH:30][C:29]=4[CH3:35])[C:22]4[CH:27]=[CH:26][CH:25]=[CH:24][CH:23]=4)=[O:19])=[CH:13][C:11]=3[CH:12]=2)=[C:5]([CH3:37])[O:4][N:3]=1, predict the reaction product. The product is: [CH3:1][C:2]1[C:6]([C:7]([C:8]2[O:9][C:10]3[CH:16]=[CH:15][C:14]([CH2:17][C:18]([NH:20][CH:21]([C:28]4[CH:33]=[CH:32][C:31]([CH3:34])=[CH:30][C:29]=4[CH3:35])[C:22]4[CH:27]=[CH:26][CH:25]=[CH:24][CH:23]=4)=[O:19])=[CH:13][C:11]=3[CH:12]=2)=[O:36])=[C:5]([CH3:37])[O:4][N:3]=1. (3) Given the reactants O[C@H:2]1[CH2:7][N:6]([C:8](OC(C)(C)C)=[O:9])[C@H:5](C(N2CC=C(C3C=CC=CC=3)CC2)=O)[C@@H:4](C(OC)=O)[CH2:3]1.[OH:33][C@H:34]1[CH2:39][NH:38][C@H:37](C(O)=O)[C@@H:36]([C:43]([O:45]C)=O)[CH2:35]1.Cl.C1([C:54]2[CH2:55][CH2:56][NH:57][CH2:58][CH:59]=2)C=CC=CC=1.F[P-](F)(F)(F)(F)F.[N:67]1([O:76][P+](N(C)C)(N(C)C)N(C)C)C2C=CC=CC=2N=N1.CN(C)C=O.C(N(CC)[CH:96]([CH3:98])[CH3:97])(C)C.[CH2:101](Cl)Cl.[C:104](OC(OC(OC(C)(C)C)=O)=O)([CH3:107])(C)[CH3:105], predict the reaction product. The product is: [OH:76][NH:67][C:43]([C@H:36]1[CH2:35][C@H:34]([O:33][C:54]2[CH:59]=[CH:58][N:57]=[CH:56][CH:55]=2)[CH2:39][N:38]([CH3:101])[C@@H:37]1[C:8]([N:6]1[CH2:5][CH:4]=[C:3]([C:97]2[CH:96]=[CH:98][CH:107]=[CH:104][CH:105]=2)[CH2:2][CH2:7]1)=[O:9])=[O:45]. (4) The product is: [CH3:38][C:33]1[N:32]([C:28]2[CH:27]=[C:26]([C:24]3[CH2:23][C:22](=[O:39])[NH:21][C:9]4[CH:10]=[C:11]([C:14]5[CH:19]=[CH:18][CH:17]=[CH:41][C:43]=5[F:46])[CH:12]=[CH:13][C:8]=4[N:7]=3)[CH:31]=[CH:30][CH:29]=2)[CH:36]=[C:35]([CH3:37])[N:34]=1. Given the reactants C(OC(=O)[NH:7][C:8]1[CH:13]=[CH:12][C:11]([C:14]2[CH:19]=[CH:18][CH:17]=CC=2F)=[CH:10][C:9]=1[NH:21][C:22](=[O:39])[CH2:23][C:24]([C:26]1[CH:31]=[CH:30][CH:29]=[C:28]([N:32]2[CH:36]=[C:35]([CH3:37])[N:34]=[C:33]2[CH3:38])[CH:27]=1)=O)(C)(C)C.[C:41](O)([C:43]([F:46])(F)F)=O, predict the reaction product. (5) Given the reactants [CH3:1][N:2]1[CH:7]=[C:6]([C:8]2[CH:9]=[C:10]([CH:14]=[CH:15][C:16]=2[O:17][C:18]2[CH:23]=[CH:22][CH:21]=[CH:20][CH:19]=2)[C:11](Cl)=[O:12])[C:5]2[CH:24]=[CH:25][NH:26][C:4]=2[C:3]1=[O:27].[CH2:28]([NH2:30])[CH3:29], predict the reaction product. The product is: [CH2:28]([NH:30][C:11](=[O:12])[C:10]1[CH:14]=[CH:15][C:16]([O:17][C:18]2[CH:23]=[CH:22][CH:21]=[CH:20][CH:19]=2)=[C:8]([C:6]2[C:5]3[CH:24]=[CH:25][NH:26][C:4]=3[C:3](=[O:27])[N:2]([CH3:1])[CH:7]=2)[CH:9]=1)[CH3:29]. (6) Given the reactants Cl[C:2]1[N:10]([CH2:11][C:12]2[CH:17]=[CH:16][CH:15]=[CH:14][C:13]=2[Cl:18])[C:9]2[C:8](=[O:19])[N:7]([CH3:20])[C:6](=[O:21])[N:5]([CH3:22])[C:4]=2[N:3]=1.[C@@H:23]1([NH2:31])[CH2:29][CH2:28][CH2:27][CH2:26][CH2:25][C@@H:24]1[NH2:30], predict the reaction product. The product is: [NH2:30][C@H:24]1[CH2:25][CH2:26][CH2:27][CH2:28][CH2:29][C@H:23]1[NH:31][C:2]1[N:10]([CH2:11][C:12]2[CH:17]=[CH:16][CH:15]=[CH:14][C:13]=2[Cl:18])[C:9]2[C:8](=[O:19])[N:7]([CH3:20])[C:6](=[O:21])[N:5]([CH3:22])[C:4]=2[N:3]=1. (7) Given the reactants [F:1][C:2]1[C:16]([F:17])=[CH:15][CH:14]=[CH:13][C:3]=1[O:4][CH2:5][CH2:6][N:7]1[CH2:12][CH2:11][O:10][CH2:9][CH2:8]1.CN(C)CCN(C)C.C([Li])CCC.CN(C)[CH:33]=[O:34].[Cl-].[NH4+], predict the reaction product. The product is: [F:17][C:16]1[C:2]([F:1])=[C:3]([O:4][CH2:5][CH2:6][N:7]2[CH2:8][CH2:9][O:10][CH2:11][CH2:12]2)[CH:13]=[CH:14][C:15]=1[CH:33]=[O:34]. (8) Given the reactants C(C1C(O)=C(C(C)=C(SC2C=CC(OC)=CC=2)C=1)C(O)=O)(C)(C)C.[F:25][C:26]1[CH:27]=[C:28]([SH:33])[CH:29]=[CH:30][C:31]=1[F:32].S(Cl)([Cl:37])(=O)=O.ClN1C(=O)CCC1=O, predict the reaction product. The product is: [F:25][C:26]1[CH:27]=[C:28]([S:33][Cl:37])[CH:29]=[CH:30][C:31]=1[F:32]. (9) Given the reactants [CH2:1]([O:8][C:9]([NH:11][C:12]1[C:17](=[O:18])[N:16]2[C@H:19]([C:22]([O:24][C:25]([CH3:28])([CH3:27])[CH3:26])=[O:23])[CH2:20][CH2:21][C:15]2=[N:14][CH:13]=1)=[O:10])[C:2]1[CH:7]=[CH:6][CH:5]=[CH:4][CH:3]=1.[CH3:29]I, predict the reaction product. The product is: [C:25]([O:24][C:22]([C:19]1([CH3:29])[N:16]2[C:17](=[O:18])[C:12]([NH:11][C:9]([O:8][CH2:1][C:2]3[CH:7]=[CH:6][CH:5]=[CH:4][CH:3]=3)=[O:10])=[CH:13][N:14]=[C:15]2[CH2:21][CH2:20]1)=[O:23])([CH3:28])([CH3:27])[CH3:26]. (10) Given the reactants [C:1]([O:5][C:6]([N:8]1[CH2:11][CH:10]([C:12](SC)(OC(O)=S)[C:13]2[CH:18]=[CH:17][CH:16]=[CH:15][N:14]=2)[CH2:9]1)=[O:7])([CH3:4])([CH3:3])[CH3:2].CC(N=NC(C#N)(C)C)(C#N)C.[SnH](CCCC)(CCCC)CCCC, predict the reaction product. The product is: [C:1]([O:5][C:6]([N:8]1[CH2:9][CH:10]([CH2:12][C:13]2[CH:18]=[CH:17][CH:16]=[CH:15][N:14]=2)[CH2:11]1)=[O:7])([CH3:4])([CH3:2])[CH3:3].